Dataset: Catalyst prediction with 721,799 reactions and 888 catalyst types from USPTO. Task: Predict which catalyst facilitates the given reaction. (1) Reactant: [OH:1][C:2]1[CH:22]=[CH:21][C:5]2[N:6]=[C:7]([NH:9][C:10]([C:12]3[CH:20]=[CH:19][C:15]([C:16](O)=[O:17])=[CH:14][CH:13]=3)=[O:11])[S:8][C:4]=2[CH:3]=1.[CH2:23]([NH2:26])[C:24]#[CH:25].CN(C(ON1N=NC2C=CC=NC1=2)=[N+](C)C)C.F[P-](F)(F)(F)(F)F.C(N(CC)CC)C. Product: [OH:1][C:2]1[CH:22]=[CH:21][C:5]2[N:6]=[C:7]([NH:9][C:10](=[O:11])[C:12]3[CH:13]=[CH:14][C:15]([C:16]([NH:26][CH2:23][C:24]#[CH:25])=[O:17])=[CH:19][CH:20]=3)[S:8][C:4]=2[CH:3]=1. The catalyst class is: 248. (2) Reactant: [CH3:1][O:2][C:3]1[CH:8]=[CH:7][C:6]([NH:9][C:10]2[C:19]3[C:14](=[CH:15][CH:16]=[C:17]([C:20](=[O:23])[NH:21][CH3:22])[CH:18]=3)[N:13]=[CH:12][C:11]=2[C:24]([OH:26])=[O:25])=[CH:5][CH:4]=1.C(N(CC)C(C)C)(C)C.Cl.Cl[CH2:38][CH2:39][N:40]1[CH2:45][CH2:44][O:43][CH2:42][CH2:41]1. Product: [O:43]1[CH2:44][CH2:45][N:40]([CH2:39][CH2:38][O:25][C:24]([C:11]2[CH:12]=[N:13][C:14]3[C:19]([C:10]=2[NH:9][C:6]2[CH:7]=[CH:8][C:3]([O:2][CH3:1])=[CH:4][CH:5]=2)=[CH:18][C:17]([C:20](=[O:23])[NH:21][CH3:22])=[CH:16][CH:15]=3)=[O:26])[CH2:41][CH2:42]1. The catalyst class is: 9. (3) Reactant: BrC1C=CC=CC=1C(Cl)=O.[Cl:11][C:12]1[CH:13]=[C:14]([CH:16]=[CH:17][C:18]=1[O:19][C:20]1[C:29]2[C:24](=[CH:25][C:26]([O:32][CH3:33])=[C:27]([O:30][CH3:31])[CH:28]=2)[N:23]=[CH:22][CH:21]=1)[NH2:15].[Br:34][C:35]1[CH:40]=[CH:39][CH:38]=[CH:37][C:36]=1[C:41]([N:43]=[C:44]=[S:45])=[O:42]. Product: [Br:34][C:35]1[CH:40]=[CH:39][CH:38]=[CH:37][C:36]=1[C:41]([N:43]=[C:44]=[S:45])=[O:42].[Br:34][C:35]1[CH:40]=[CH:39][CH:38]=[CH:37][C:36]=1[C:41]([NH:43][C:44]([NH:15][C:14]1[CH:16]=[CH:17][C:18]([O:19][C:20]2[C:29]3[C:24](=[CH:25][C:26]([O:32][CH3:33])=[C:27]([O:30][CH3:31])[CH:28]=3)[N:23]=[CH:22][CH:21]=2)=[C:12]([Cl:11])[CH:13]=1)=[S:45])=[O:42]. The catalyst class is: 234. (4) Reactant: F[C:2]1[CH:3]=[CH:4][C:5]([N+:9]([O-:11])=[O:10])=[C:6]([CH3:8])[CH:7]=1.[CH3:12][NH:13][CH2:14][CH2:15][OH:16].C(N(CC)CC)C. Product: [CH3:8][C:6]1[CH:7]=[C:2]([N:13]([CH2:14][CH2:15][OH:16])[CH3:12])[CH:3]=[CH:4][C:5]=1[N+:9]([O-:11])=[O:10]. The catalyst class is: 60. (5) Reactant: [CH3:1][O:2][C:3]1[CH:8]=[CH:7][C:6]([C:9](=[O:26])[CH:10]([O:17]C(=O)C2C=CC=CC=2)[C:11]2[CH:12]=[N:13][CH:14]=[CH:15][CH:16]=2)=[CH:5][CH:4]=1.CC(C)([O-])C.[K+]. Product: [OH:17][CH:10]([C:11]1[CH:12]=[N:13][CH:14]=[CH:15][CH:16]=1)[C:9]([C:6]1[CH:5]=[CH:4][C:3]([O:2][CH3:1])=[CH:8][CH:7]=1)=[O:26]. The catalyst class is: 107. (6) Reactant: [OH:1][CH2:2][CH2:3][C:4]#[N:5].C(N(C(C)C)CC)(C)C.[CH:15]([N:18]([CH:22]([CH3:24])[CH3:23])[P:19](Cl)[Cl:20])([CH3:17])[CH3:16]. Product: [CH:15]([N:18]([CH:22]([CH3:24])[CH3:23])[P:19]([Cl:20])[O:1][CH2:2][CH2:3][C:4]#[N:5])([CH3:17])[CH3:16]. The catalyst class is: 1.